From a dataset of Reaction yield outcomes from USPTO patents with 853,638 reactions. Predict the reaction yield, written as a fraction of the theoretical maximum amount of product (1.0 means a 100% yield; for example, 0.34 means a 34% yield). (1) The reactants are [F:1][C:2]1[C:9]([F:10])=[CH:8][CH:7]=[CH:6][C:3]=1[CH:4]=O.[CH3:11][C:12]1(C)[O:17]C(=O)CC(=O)O1.C([O-])(=O)C.[NH4+:25].O=[C:27]([CH3:33])[CH2:28][C:29]([O:31][CH3:32])=[O:30]. The catalyst is O.C(O)(=O)C. The product is [F:1][C:2]1[C:9]([F:10])=[CH:8][CH:7]=[CH:6][C:3]=1[CH:4]1[CH2:11][C:12](=[O:17])[NH:25][C:27]([CH3:33])=[C:28]1[C:29]([O:31][CH3:32])=[O:30]. The yield is 0.340. (2) The reactants are Cl.[CH3:2][C:3]1[CH:11]=[CH:10][C:6]([C:7]([NH2:9])=[NH:8])=[CH:5][CH:4]=1.C(N(CC)CC)C.[Cl:19][C:20]([SH:23])(Cl)Cl. The catalyst is C(Cl)(Cl)Cl. The product is [C:3]1([CH3:2])[CH:11]=[CH:10][C:6]([C:7]2[N:9]=[C:20]([Cl:19])[S:23][N:8]=2)=[CH:5][CH:4]=1. The yield is 0.440.